This data is from Forward reaction prediction with 1.9M reactions from USPTO patents (1976-2016). The task is: Predict the product of the given reaction. (1) Given the reactants [CH:1]1([N:7]2[CH2:13][C:12]([F:15])([F:14])[C:11](=[O:16])[N:10]([CH3:17])[C:9]3[CH:18]=[N:19][C:20]([NH:22][C:23]4[CH:31]=[CH:30][C:26]([C:27]([OH:29])=O)=[CH:25][C:24]=4[O:32][CH3:33])=[N:21][C:8]2=3)[CH2:6][CH2:5][CH2:4][CH2:3][CH2:2]1.CN(C(ON1N=[N:49][C:44]2[CH:45]=[CH:46][CH:47]=[N:48][C:43]1=2)=[N+](C)C)C.F[P-](F)(F)(F)(F)F.C(N1CCC[C@@H](N)C1)(OC(C)(C)C)=O, predict the reaction product. The product is: [CH:1]1([N:7]2[CH2:13][C:12]([F:15])([F:14])[C:11](=[O:16])[N:10]([CH3:17])[C:9]3[CH:18]=[N:19][C:20]([NH:22][C:23]4[CH:31]=[CH:30][C:26]([C:27]([NH:49][C@@H:44]5[CH2:45][CH2:46][CH2:47][NH:48][CH2:43]5)=[O:29])=[CH:25][C:24]=4[O:32][CH3:33])=[N:21][C:8]2=3)[CH2:2][CH2:3][CH2:4][CH2:5][CH2:6]1. (2) Given the reactants [C:1]1([C@H:7]([O:9][C:10](=[O:25])[NH:11][C:12]2[N:13]([CH3:24])[N:14]=[N:15][C:16]=2[C:17]2[CH:22]=[CH:21][C:20](Br)=[CH:19][CH:18]=2)[CH3:8])[CH:6]=[CH:5][CH:4]=[CH:3][CH:2]=1.CC1(C)C(C)(C)OB([C:34]2[CH:39]=[CH:38][C:37]([C:40]3([C:43]([NH:45][S:46]([CH3:49])(=[O:48])=[O:47])=[O:44])[CH2:42][CH2:41]3)=[CH:36][CH:35]=2)O1.CN(C=O)C.C([O-])([O-])=O.[Na+].[Na+], predict the reaction product. The product is: [C:1]1([C@H:7]([O:9][C:10](=[O:25])[NH:11][C:12]2[N:13]([CH3:24])[N:14]=[N:15][C:16]=2[C:17]2[CH:22]=[CH:21][C:20]([C:34]3[CH:35]=[CH:36][C:37]([C:40]4([C:43]([NH:45][S:46]([CH3:49])(=[O:48])=[O:47])=[O:44])[CH2:42][CH2:41]4)=[CH:38][CH:39]=3)=[CH:19][CH:18]=2)[CH3:8])[CH:6]=[CH:5][CH:4]=[CH:3][CH:2]=1. (3) Given the reactants C(OC(=O)[NH:7][C@@H:8]1[CH2:12][CH2:11][NH:10][CH2:9]1)(C)(C)C.[F:14][C:15]([F:26])([F:25])[C:16]1[CH:24]=[CH:23][CH:22]=[CH:21][C:17]=1[C:18](O)=[O:19].CN(C(ON1N=NC2C=CC=CC1=2)=[N+](C)C)C.[B-](F)(F)(F)F.CCN(C(C)C)C(C)C.OS([O-])(=O)=O.[K+], predict the reaction product. The product is: [NH2:7][C@@H:8]1[CH2:12][CH2:11][N:10]([C:18]([C:17]2[CH:21]=[CH:22][CH:23]=[CH:24][C:16]=2[C:15]([F:14])([F:25])[F:26])=[O:19])[CH2:9]1. (4) Given the reactants [OH:1][CH2:2][CH2:3][C@H:4]([NH:11][C:12]1[O:13][C:14]([CH3:28])([CH3:27])[CH:15]([C:20]2[CH:25]=[CH:24][C:23]([OH:26])=[CH:22][CH:21]=2)[S:16](=[O:19])(=[O:18])[N:17]=1)[C:5]1[CH:10]=[CH:9][CH:8]=[CH:7][CH:6]=1.[CH3:29]C(C)([O-])C.[K+].CI, predict the reaction product. The product is: [CH3:29][O:26][C:23]1[CH:24]=[CH:25][C:20]([CH:15]2[C:14]([CH3:28])([CH3:27])[O:13][C:12]([NH:11][C@H:4]([C:5]3[CH:10]=[CH:9][CH:8]=[CH:7][CH:6]=3)[CH2:3][CH2:2][OH:1])=[N:17][S:16]2(=[O:18])=[O:19])=[CH:21][CH:22]=1. (5) Given the reactants N1C=CC=CC=1.[CH2:7]([CH:9]([CH2:13][CH3:14])[C:10](Cl)=[O:11])[CH3:8].[F:15][C:16]([F:50])([F:49])[C:17]1[CH:18]=[C:19]([CH:42]=[C:43]([C:45]([F:48])([F:47])[F:46])[CH:44]=1)[CH2:20][N:21]([C@@H:28]1[C:34]2=[CH:35][C:36]3[CH2:37][O:38][CH2:39][C:40]=3[CH:41]=[C:33]2[NH:32][CH2:31][CH2:30][CH2:29]1)[C:22]1[N:23]=[N:24][N:25]([CH3:27])[N:26]=1.O, predict the reaction product. The product is: [F:50][C:16]([F:15])([F:49])[C:17]1[CH:18]=[C:19]([CH:42]=[C:43]([C:45]([F:46])([F:47])[F:48])[CH:44]=1)[CH2:20][N:21]([C:22]1[N:23]=[N:24][N:25]([CH3:27])[N:26]=1)[C@@H:28]1[C:34]2=[CH:35][C:36]3[CH2:37][O:38][CH2:39][C:40]=3[CH:41]=[C:33]2[N:32]([C:10](=[O:11])[CH:9]([CH2:13][CH3:14])[CH2:7][CH3:8])[CH2:31][CH2:30][CH2:29]1. (6) Given the reactants [F:1][C:2]1[CH:3]=[C:4]([CH:6]=[CH:7][C:8]=1[O:9][C:10]1[CH:15]=[CH:14][N:13]=[C:12]2[N:16]([CH2:27][C:28]3[CH:33]=[CH:32][C:31]([O:34][CH3:35])=[CH:30][CH:29]=3)[N:17]=[C:18]([O:19][CH:20]3[CH2:25][CH2:24][N:23]([CH3:26])[CH2:22][CH2:21]3)[C:11]=12)[NH2:5].[F:36][CH:37]([F:48])[N:38]1[CH:43]=[CH:42][CH:41]=[C:40]([C:44](O)=[O:45])[C:39]1=[O:47], predict the reaction product. The product is: [F:48][CH:37]([F:36])[N:38]1[CH:43]=[CH:42][CH:41]=[C:40]([C:44]([NH:5][C:4]2[CH:6]=[CH:7][C:8]([O:9][C:10]3[CH:15]=[CH:14][N:13]=[C:12]4[N:16]([CH2:27][C:28]5[CH:29]=[CH:30][C:31]([O:34][CH3:35])=[CH:32][CH:33]=5)[N:17]=[C:18]([O:19][CH:20]5[CH2:25][CH2:24][N:23]([CH3:26])[CH2:22][CH2:21]5)[C:11]=34)=[C:2]([F:1])[CH:3]=2)=[O:45])[C:39]1=[O:47]. (7) Given the reactants [C@@H:1]12[CH2:6][C@@H:5]1[CH2:4][NH:3][CH2:2]2.[CH3:7][C:8]1[CH:12]=[C:11]([CH3:13])[NH:10][C:9]=1[CH:14]=[O:15].[CH2:16]=O, predict the reaction product. The product is: [C@@H:1]12[CH2:6][C@@H:5]1[CH2:4][N:3]([CH2:16][CH:12]1[C:11]([CH3:13])=[N:10][C:9]([CH:14]=[O:15])=[C:8]1[CH3:7])[CH2:2]2. (8) Given the reactants Cl.C[N:3](C)CCCN=C=NCC.[CH3:13][C:14]([N:19]1[C:24](=[O:25])[C:23]([C:26]2[CH:30]=[CH:29][S:28][CH:27]=2)=[C:22]([CH3:31])[O:21][CH2:20]1)([CH3:18])[C:15]([OH:17])=O.[CH2:32]([C:34]1[N:38]=[C:37](N)[S:36][N:35]=1)[CH3:33].C(N(CC)CC)C, predict the reaction product. The product is: [CH2:32]([CH:34]1[N:38]=[CH:37][S:36][N:35]1[NH:3][C:15](=[O:17])[C:14]([CH3:13])([N:19]1[C:24](=[O:25])[C:23]([C:26]2[CH:30]=[CH:29][S:28][CH:27]=2)=[C:22]([CH3:31])[O:21][CH2:20]1)[CH3:18])[CH3:33].